From a dataset of Reaction yield outcomes from USPTO patents with 853,638 reactions. Predict the reaction yield, written as a fraction of the theoretical maximum amount of product (1.0 means a 100% yield; for example, 0.34 means a 34% yield). (1) The reactants are [Br:1][C:2]1[S:3][CH:4]=[C:5]([C:7](=[O:13])[C:8](OCC)=[O:9])[N:6]=1.[BH4-].[Na+].Cl. The catalyst is CO. The product is [Br:1][C:2]1[S:3][CH:4]=[C:5]([CH:7]([OH:13])[CH2:8][OH:9])[N:6]=1. The yield is 0.420. (2) The reactants are C([N:8]1[CH2:17][CH2:16][C:15]2[N:14]=[CH:13][C:12]([C:18]3[CH:23]=[CH:22][N:21]=[C:20]([NH:24][C:25]4[CH:30]=[CH:29][N:28]=[C:27]([CH3:31])[N:26]=4)[CH:19]=3)=[CH:11][C:10]=2[C:9]1=[O:32])C1C=CC=CC=1.FC(F)(F)S(O)(=O)=O. The catalyst is C1(C)C=CC=CC=1. The product is [CH3:31][C:27]1[N:26]=[C:25]([NH:24][C:20]2[CH:19]=[C:18]([C:12]3[CH:13]=[N:14][C:15]4[CH2:16][CH2:17][NH:8][C:9](=[O:32])[C:10]=4[CH:11]=3)[CH:23]=[CH:22][N:21]=2)[CH:30]=[CH:29][N:28]=1. The yield is 0.0380. (3) The reactants are [CH3:1][C@H:2]1[CH2:6][CH2:5][CH2:4][N:3]1[C:7]1[CH:12]=[CH:11][C:10]([N+:13]([O-])=O)=[C:9]([C:16]([F:19])([F:18])[F:17])[CH:8]=1. The catalyst is [Pd]. The product is [CH3:1][C@H:2]1[CH2:6][CH2:5][CH2:4][N:3]1[C:7]1[CH:12]=[CH:11][C:10]([NH2:13])=[C:9]([C:16]([F:18])([F:17])[F:19])[CH:8]=1. The yield is 1.00. (4) The reactants are [NH2:1][C:2]1[N:7]=[CH:6][N:5]=[C:4]2[N:8]([CH:12]([C:14]3[CH:21]=[C:20]([Cl:22])[C:17]([C:18]#[N:19])=[C:16]([CH:23]4[CH2:26][NH:25][CH2:24]4)[C:15]=3[O:27][CH3:28])[CH3:13])[N:9]=[C:10]([CH3:11])[C:3]=12.[C:29]([BH3-])#N.[Na+].C=O.C(O)(=O)C. The catalyst is CO. The product is [NH2:1][C:2]1[N:7]=[CH:6][N:5]=[C:4]2[N:8]([CH:12]([C:14]3[CH:21]=[C:20]([Cl:22])[C:17]([C:18]#[N:19])=[C:16]([CH:23]4[CH2:24][N:25]([CH3:29])[CH2:26]4)[C:15]=3[O:27][CH3:28])[CH3:13])[N:9]=[C:10]([CH3:11])[C:3]=12. The yield is 0.580. (5) The reactants are [NH2:1][C:2]1[CH:7]=[N:6][C:5](Br)=[CH:4][N:3]=1.[S:9]1[CH:13]=[CH:12][CH:11]=[C:10]1B(O)O.C(=O)([O-])[O-].[Na+].[Na+].[Cl-].[Na+]. The catalyst is COCCOC.C(O)C.C(OCC)(=O)C.O.Cl[Pd](Cl)([P](C1C=CC=CC=1)(C1C=CC=CC=1)C1C=CC=CC=1)[P](C1C=CC=CC=1)(C1C=CC=CC=1)C1C=CC=CC=1. The product is [S:9]1[CH:13]=[CH:12][CH:11]=[C:10]1[C:5]1[N:6]=[CH:7][C:2]([NH2:1])=[N:3][CH:4]=1. The yield is 0.524. (6) The reactants are Br[CH2:2][C:3]1[CH:4]=[C:5]2[C:10](=[CH:11][CH:12]=1)[N:9]=[CH:8][CH:7]=[N:6]2.[C-:13]#[N:14].[Na+]. The catalyst is C(O)C. The product is [N:9]1[C:10]2[C:5](=[CH:4][C:3]([CH2:2][C:13]#[N:14])=[CH:12][CH:11]=2)[N:6]=[CH:7][CH:8]=1. The yield is 0.230. (7) The reactants are [H-].[H-].[H-].[H-].[Li+].[Al+3].[NH:7]1[C:15]2[C:10](=[CH:11][CH:12]=[CH:13][CH:14]=2)[C:9]([CH:16]([CH3:19])[C:17]#[N:18])=[CH:8]1. The catalyst is C1COCC1. The product is [NH:7]1[C:15]2[C:10](=[CH:11][CH:12]=[CH:13][CH:14]=2)[C:9]([CH:16]([CH3:19])[CH2:17][NH2:18])=[CH:8]1. The yield is 0.820. (8) The reactants are [Cl:1][C:2]1[C:3]2[C:4](=[O:16])[N:5]3[CH:14](O)[CH2:13][CH2:12][C:6]3=[N:7][C:8]=2[CH:9]=[CH:10][CH:11]=1.[C:17]([BH3-])#[N:18].[Na+].[C:21](O)(=O)[CH3:22].C(=O)([O-])O.[Na+]. No catalyst specified. The product is [Cl:1][C:2]1[CH:11]=[CH:10][CH:9]=[C:8]2[C:3]=1[C:4](=[O:16])[NH:5][C:6]([CH2:12][CH2:13][CH2:14][N:18]1[CH2:17][CH:6]=[C:12]([C:21]3[CH:22]=[CH:10][CH:11]=[CH:2][CH:3]=3)[CH2:13][CH2:14]1)=[N:7]2. The yield is 0.400. (9) The reactants are [C:1]([C:3]1[CH:4]=[C:5]([CH:13]=[CH:14][CH:15]=1)[C:6]([O:8][C:9](C)(C)C)=[O:7])#[CH:2].C(O)(C(F)(F)F)=O.OS(O)(=O)=O. The catalyst is C(Cl)Cl.CO. The product is [C:1]([C:3]1[CH:4]=[C:5]([CH:13]=[CH:14][CH:15]=1)[C:6]([O:8][CH3:9])=[O:7])#[CH:2]. The yield is 0.960.